Dataset: Peptide-MHC class II binding affinity with 134,281 pairs from IEDB. Task: Regression. Given a peptide amino acid sequence and an MHC pseudo amino acid sequence, predict their binding affinity value. This is MHC class II binding data. The peptide sequence is AFKVAGTAANAAPAN. The MHC is DRB1_0401 with pseudo-sequence DRB1_0401. The binding affinity (normalized) is 0.406.